This data is from Forward reaction prediction with 1.9M reactions from USPTO patents (1976-2016). The task is: Predict the product of the given reaction. (1) Given the reactants [Cl:1][C:2]1[CH:3]=[CH:4][C:5]([OH:11])=[C:6]([CH:10]=1)[CH:7]=[N:8]O.P(Cl)(Cl)(Cl)=O, predict the reaction product. The product is: [Cl:1][C:2]1[CH:3]=[CH:4][C:5]([OH:11])=[C:6]([CH:10]=1)[C:7]#[N:8]. (2) Given the reactants [CH3:1][C:2]1([CH3:12])[C:10]2[C:5](=[CH:6][CH:7]=[C:8]([CH3:11])[CH:9]=2)[NH:4][CH2:3]1.[Br:13]Br, predict the reaction product. The product is: [Br:13][C:7]1[CH:6]=[C:5]2[C:10]([C:2]([CH3:12])([CH3:1])[CH2:3][NH:4]2)=[CH:9][C:8]=1[CH3:11]. (3) Given the reactants Br[C:2]1[CH:3]=[C:4]2[C:10]([C:11]3[CH:15]=[CH:14][NH:13][N:12]=3)=[N:9][N:8]([CH:16]3[CH2:21][CH2:20][CH2:19][CH2:18][O:17]3)[C:5]2=[CH:6][N:7]=1.[N:22]1[CH:27]=[CH:26][CH:25]=[C:24](B(O)O)[CH:23]=1.C([O-])(=O)C.[K+].O, predict the reaction product. The product is: [NH:13]1[CH:14]=[CH:15][C:11]([C:10]2[C:4]3[C:5](=[CH:6][N:7]=[C:2]([C:24]4[CH:23]=[N:22][CH:27]=[CH:26][CH:25]=4)[CH:3]=3)[N:8]([CH:16]3[CH2:21][CH2:20][CH2:19][CH2:18][O:17]3)[N:9]=2)=[N:12]1. (4) The product is: [NH2:1][C:2]1[C:7]([C:8]#[N:9])=[C:6]([O:10][CH2:11][CH3:12])[N:5]=[C:4]([C:13]([NH:47][CH2:48][CH:49]2[CH2:54][CH2:53][N:52]([C:55]([O:57][C:58]([CH3:61])([CH3:60])[CH3:59])=[O:56])[CH2:51][CH2:50]2)=[O:15])[CH:3]=1. Given the reactants [NH2:1][C:2]1[C:7]([C:8]#[N:9])=[C:6]([O:10][CH2:11][CH3:12])[N:5]=[C:4]([C:13]([OH:15])=O)[CH:3]=1.C(N=C=NCCCN(C)C)C.O.ON1C2C=CC=CC=2N=N1.C(N(C(C)C)CC)(C)C.[NH2:47][CH2:48][CH:49]1[CH2:54][CH2:53][N:52]([C:55]([O:57][C:58]([CH3:61])([CH3:60])[CH3:59])=[O:56])[CH2:51][CH2:50]1, predict the reaction product. (5) The product is: [Cl:54][C:55]1[CH:60]=[CH:59][CH:58]=[CH:57][C:56]=1[NH:61][CH:62]1[CH2:67][CH2:66][N:65]([C:18](=[O:20])[CH2:17][NH:16][C:14](=[O:15])[C:11]2[CH:10]=[CH:9][C:8]([NH:7][C:1]3[CH:2]=[CH:3][CH:4]=[CH:5][CH:6]=3)=[N:13][CH:12]=2)[CH2:64][CH2:63]1. Given the reactants [C:1]1([NH:7][C:8]2[N:13]=[CH:12][C:11]([C:14]([NH:16][CH2:17][C:18]([OH:20])=O)=[O:15])=[CH:10][CH:9]=2)[CH:6]=[CH:5][CH:4]=[CH:3][CH:2]=1.CCN(C(C)C)C(C)C.C1C=CC2N(O)N=NC=2C=1.CCN=C=NCCCN(C)C.Cl.Cl.Cl.[Cl:54][C:55]1[CH:60]=[CH:59][CH:58]=[CH:57][C:56]=1[NH:61][CH:62]1[CH2:67][CH2:66][NH:65][CH2:64][CH2:63]1, predict the reaction product. (6) The product is: [C:18]1([C:16]2([CH2:15][C:14](=[O:25])[C:13]([NH:27][C:28]3[CH:29]=[CH:30][C:31]4[C:36](=[O:37])[O:35][N:34]=[C:33]([CH3:38])[C:32]=4[CH:39]=3)=[O:26])[CH2:17][CH2:24]2)[CH:19]=[CH:20][CH:21]=[CH:22][CH:23]=1. Given the reactants BrC1C=C(N[C:13](=[O:26])[C:14](=[O:25])[CH2:15][C:16]([CH3:24])([C:18]2[CH:23]=[CH:22][CH:21]=[CH:20][CH:19]=2)[CH3:17])C=C2C=1COC2=O.[NH2:27][C:28]1[CH:29]=[CH:30][C:31]2[C:36](=[O:37])[O:35][N:34]=[C:33]([CH3:38])[C:32]=2[CH:39]=1.C1(C2(CC(=O)C(O)=O)CC2)C=CC=CC=1, predict the reaction product.